This data is from Forward reaction prediction with 1.9M reactions from USPTO patents (1976-2016). The task is: Predict the product of the given reaction. Given the reactants Cl.Cl.[CH3:3][N:4]([CH2:6][CH:7]1[C:16]([C:18]2[CH:23]=[CH:22][CH:21]=[C:20]([F:24])[CH:19]=2)([OH:17])[CH2:15][CH2:14][C:9]2(OCC[O:10]2)[CH2:8]1)[CH3:5].[CH3:25][S:26]([OH:29])(=[O:28])=[O:27], predict the reaction product. The product is: [CH3:25][S:26]([OH:29])(=[O:28])=[O:27].[CH3:5][N:4]([CH2:6][CH:7]1[C:16]([C:18]2[CH:23]=[CH:22][CH:21]=[C:20]([F:24])[CH:19]=2)([OH:17])[CH2:15][CH2:14][C:9](=[O:10])[CH2:8]1)[CH3:3].